This data is from Forward reaction prediction with 1.9M reactions from USPTO patents (1976-2016). The task is: Predict the product of the given reaction. (1) Given the reactants [CH3:1][C@@H:2]1[N:7]([C:8]([O:10][CH2:11][C:12]2[CH:17]=[CH:16][CH:15]=[CH:14][CH:13]=2)=[O:9])[CH2:6][CH2:5][N:4]([CH2:18][C:19]2[CH:24]=[CH:23][C:22]([CH:25](C(OCC)=O)[C:26]([O:28]CC)=[O:27])=[CH:21][CH:20]=2)[CH2:3]1.[OH-].[Na+], predict the reaction product. The product is: [CH3:1][C@@H:2]1[N:7]([C:8]([O:10][CH2:11][C:12]2[CH:13]=[CH:14][CH:15]=[CH:16][CH:17]=2)=[O:9])[CH2:6][CH2:5][N:4]([CH2:18][C:19]2[CH:20]=[CH:21][C:22]([CH2:25][C:26]([OH:28])=[O:27])=[CH:23][CH:24]=2)[CH2:3]1. (2) Given the reactants [CH2:1]([C@:3]1([OH:9])[CH2:7][CH2:6][NH:5][C@H:4]1[CH3:8])[CH3:2].[F:10][C:11]1[C:18]([CH3:19])=[C:17](F)[CH:16]=[CH:15][C:12]=1[C:13]#[N:14].C(=O)([O-])[O-].[Li+].[Li+], predict the reaction product. The product is: [CH2:1]([C@:3]1([OH:9])[CH2:7][CH2:6][N:5]([C:17]2[CH:16]=[CH:15][C:12]([C:13]#[N:14])=[C:11]([F:10])[C:18]=2[CH3:19])[C@H:4]1[CH3:8])[CH3:2]. (3) Given the reactants [Cl:1][C:2]1[CH:7]=[CH:6][C:5]([C:8]2[N:12]([C:13]3[CH:18]=[CH:17][C:16]([Cl:19])=[CH:15][C:14]=3[Cl:20])[N:11]=[C:10]([C:21](O)=O)[C:9]=2[CH3:24])=[CH:4][CH:3]=1.[CH2:25]([NH:29][C:30]([CH3:35])([CH3:34])[C:31]([NH2:33])=[O:32])[CH:26]([CH3:28])[CH3:27], predict the reaction product. The product is: [Cl:1][C:2]1[CH:3]=[CH:4][C:5]([C:8]2[N:12]([C:13]3[CH:18]=[CH:17][C:16]([Cl:19])=[CH:15][C:14]=3[Cl:20])[N:11]=[C:10]([C:21]3[N:29]([CH2:25][CH:26]([CH3:28])[CH3:27])[C:30]([CH3:35])([CH3:34])[C:31](=[O:32])[N:33]=3)[C:9]=2[CH3:24])=[CH:6][CH:7]=1. (4) Given the reactants C([C@@:4]1([CH3:19])[CH2:8][CH2:7][N:6]([C:9]([O:11][CH2:12][C:13]2[CH:18]=[CH:17][CH:16]=[CH:15][CH:14]=2)=[O:10])[CH2:5]1)(=O)N.FC(F)(F)C(OI(C1C=CC=CC=1)OC(=O)C(F)(F)F)=O.Cl.C([O-])([O-])=O.[K+].[K+].[CH3:48][C:49]([O:52][C:53]([O:55]C(OC(C)(C)C)=O)=O)([CH3:51])[CH3:50].CC#[N:65].O, predict the reaction product. The product is: [C:49]([O:52][C:53]([NH:65][C@@:4]1([CH3:19])[CH2:8][CH2:7][N:6]([C:9]([O:11][CH2:12][C:13]2[CH:14]=[CH:15][CH:16]=[CH:17][CH:18]=2)=[O:10])[CH2:5]1)=[O:55])([CH3:51])([CH3:50])[CH3:48]. (5) Given the reactants [OH:1][C:2]1[CH:3]=[C:4]([CH:7]=[C:8]([OH:10])[CH:9]=1)[CH:5]=[O:6].[H-].[Na+].Cl[CH2:14][O:15][CH3:16].[CH2:17]([O:19][CH2:20]C)C, predict the reaction product. The product is: [CH3:14][O:15][CH2:16][O:1][C:2]1[CH:3]=[C:4]([CH:7]=[C:8]([O:10][CH2:17][O:19][CH3:20])[CH:9]=1)[CH:5]=[O:6].